Dataset: Reaction yield outcomes from USPTO patents with 853,638 reactions. Task: Predict the reaction yield, written as a fraction of the theoretical maximum amount of product (1.0 means a 100% yield; for example, 0.34 means a 34% yield). (1) The reactants are [N:1]1([C:9]([CH2:11][N:12]2[C:18]3[C:19]([CH3:23])=[CH:20][CH:21]=[CH:22][C:17]=3[C:16]([CH2:24][OH:25])=[N:15][CH:14]([NH:26][C:27]([NH:29][C:30]3[CH:35]=[CH:34][CH:33]=[C:32]([CH3:36])[CH:31]=3)=[O:28])[C:13]2=[O:37])=[O:10])[CH2:8][CH2:7][CH2:6][CH2:5][CH2:4][CH2:3][CH2:2]1. The catalyst is CC(C)=O.[O-2].[O-2].[Mn+4]. The product is [N:1]1([C:9]([CH2:11][N:12]2[C:18]3[C:19]([CH3:23])=[CH:20][CH:21]=[CH:22][C:17]=3[C:16]([CH:24]=[O:25])=[N:15][CH:14]([NH:26][C:27]([NH:29][C:30]3[CH:35]=[CH:34][CH:33]=[C:32]([CH3:36])[CH:31]=3)=[O:28])[C:13]2=[O:37])=[O:10])[CH2:8][CH2:7][CH2:6][CH2:5][CH2:4][CH2:3][CH2:2]1. The yield is 0.802. (2) The product is [CH3:1][C:2]1[C:3]([N+:10]([O-:12])=[O:11])=[C:4]([CH:7]=[CH:8][CH:9]=1)[CH:5]=[C:14]([C:15]([O:17][CH2:18][CH3:19])=[O:16])[C:13]([O:21][CH2:22][CH3:23])=[O:20]. The catalyst is C(OC(=O)C)(=O)C. The reactants are [CH3:1][C:2]1[C:3]([N+:10]([O-:12])=[O:11])=[C:4]([CH:7]=[CH:8][CH:9]=1)[CH:5]=O.[C:13]([O:21][CH2:22][CH3:23])(=[O:20])[CH2:14][C:15]([O:17][CH2:18][CH3:19])=[O:16].C(=O)(O)[O-].[Na+]. The yield is 0.900. (3) The reactants are [C:1]([O:5][C:6](=[O:9])[CH2:7][NH2:8])([CH3:4])([CH3:3])[CH3:2].[C:10]([Si:14]([CH3:24])([CH3:23])[O:15][CH2:16][C:17]([CH3:22])([CH3:21])[CH2:18][CH:19]=O)([CH3:13])([CH3:12])[CH3:11]. The catalyst is C(Cl)Cl. The product is [C:1]([O:5][C:6](=[O:9])[CH2:7]/[N:8]=[CH:19]/[CH2:18][C:17]([CH3:21])([CH3:22])[CH2:16][O:15][Si:14]([C:10]([CH3:13])([CH3:12])[CH3:11])([CH3:24])[CH3:23])([CH3:4])([CH3:3])[CH3:2]. The yield is 1.00. (4) The reactants are [F:1][C:2]1[CH:3]=[N:4][C:5]([NH:11][C@H:12]2[CH2:17][CH2:16][C@H:15]([C:18]([O:20][CH3:21])=[O:19])[CH2:14][CH2:13]2)=[C:6]([CH:10]=1)[C:7]([OH:9])=O.[NH2:22][C@@H:23]1[CH2:28][CH2:27][C@H:26]([NH:29][C:30](=[O:36])[O:31][C:32]([CH3:35])([CH3:34])[CH3:33])[CH2:25][CH2:24]1.CN(C(ON1N=NC2C=CC=NC1=2)=[N+](C)C)C.F[P-](F)(F)(F)(F)F.C1C=NC2N(O)N=NC=2C=1.CCN(C(C)C)C(C)C. The catalyst is CN1C(=O)CCC1.CCOC(C)=O. The product is [C:32]([O:31][C:30]([NH:29][C@@H:26]1[CH2:25][CH2:24][C@H:23]([NH:22][C:7]([C:6]2[C:5]([NH:11][C@H:12]3[CH2:17][CH2:16][C@H:15]([C:18]([O:20][CH3:21])=[O:19])[CH2:14][CH2:13]3)=[N:4][CH:3]=[C:2]([F:1])[CH:10]=2)=[O:9])[CH2:28][CH2:27]1)=[O:36])([CH3:35])([CH3:33])[CH3:34]. The yield is 0.650.